The task is: Predict the reaction yield, written as a fraction of the theoretical maximum amount of product (1.0 means a 100% yield; for example, 0.34 means a 34% yield).. This data is from Reaction yield outcomes from USPTO patents with 853,638 reactions. (1) The reactants are [CH3:1][S:2]([C:5]1[CH:6]=[C:7]([C:11]2[N:16]3[N:17]=[C:18]([NH:20][C:21]4[CH:28]=[CH:27][C:24]([CH:25]=[O:26])=[CH:23][CH:22]=4)[N:19]=[C:15]3[CH:14]=[CH:13][CH:12]=2)[CH:8]=[CH:9][CH:10]=1)(=[O:4])=[O:3].[BH4-].[Na+]. The catalyst is O1CCCC1. The product is [CH3:1][S:2]([C:5]1[CH:6]=[C:7]([C:11]2[N:16]3[N:17]=[C:18]([NH:20][C:21]4[CH:22]=[CH:23][C:24]([CH2:25][OH:26])=[CH:27][CH:28]=4)[N:19]=[C:15]3[CH:14]=[CH:13][CH:12]=2)[CH:8]=[CH:9][CH:10]=1)(=[O:4])=[O:3]. The yield is 0.670. (2) The reactants are [NH2:1][CH:2]([C:4]1[CH:5]=[C:6]([C:21]([N:23]([CH3:25])[CH3:24])=[O:22])[CH:7]=[C:8]2[C:13]=1[O:12][C:11]([N:14]1[CH2:19][CH2:18][O:17][CH2:16][CH2:15]1)=[CH:10][C:9]2=[O:20])[CH3:3].Br[C:27]1[CH:28]=[C:29]([CH:32]=[C:33]([F:35])[CH:34]=1)[C:30]#[N:31]. No catalyst specified. The product is [C:30]([C:29]1[CH:28]=[C:27]([NH:1][CH:2]([C:4]2[CH:5]=[C:6]([C:21]([N:23]([CH3:24])[CH3:25])=[O:22])[CH:7]=[C:8]3[C:13]=2[O:12][C:11]([N:14]2[CH2:19][CH2:18][O:17][CH2:16][CH2:15]2)=[CH:10][C:9]3=[O:20])[CH3:3])[CH:34]=[C:33]([F:35])[CH:32]=1)#[N:31]. The yield is 0.820. (3) The reactants are [C:1]([O:5][C:6]([N:8]1[CH2:11][CH:10]([O:12][C:13]2[CH:18]=[C:17](Br)[CH:16]=[CH:15][C:14]=2[CH:20]=[O:21])[CH2:9]1)=[O:7])([CH3:4])([CH3:3])[CH3:2].[F:22][C:23]([F:34])([F:33])[C:24]1[CH:29]=[CH:28][CH:27]=[CH:26][C:25]=1B(O)O.[O-]P([O-])([O-])=O.[K+].[K+].[K+].C1(C)C=CC=CC=1. The catalyst is CCOC(C)=O.CC(P(C(C)(C)C)[C-]1C=CC=C1)(C)C.C1C=CC([C-]2C(C3C=CC=CC=3)=C(C3C=CC=CC=3)C(C3C=CC=CC=3)=C2C2C=CC=CC=2)=CC=1.[Fe+2]. The product is [C:1]([O:5][C:6]([N:8]1[CH2:11][CH:10]([O:12][C:13]2[CH:18]=[C:17]([C:25]3[CH:26]=[CH:27][CH:28]=[CH:29][C:24]=3[C:23]([F:34])([F:33])[F:22])[CH:16]=[CH:15][C:14]=2[CH:20]=[O:21])[CH2:9]1)=[O:7])([CH3:4])([CH3:3])[CH3:2]. The yield is 0.990.